Task: Predict which catalyst facilitates the given reaction.. Dataset: Catalyst prediction with 721,799 reactions and 888 catalyst types from USPTO (1) The catalyst class is: 89. Reactant: [C:1]([NH:4][C:5]1[CH:6]=[C:7]([CH2:13][CH:14]([OH:16])[CH3:15])[CH:8]=[CH:9][C:10]=1[O:11][CH3:12])(=[O:3])[CH3:2].[N+:17]([C:20]1[CH:27]=[CH:26][C:23]([CH:24]=O)=[CH:22][CH:21]=1)([O-:19])=[O:18]. Product: [C:1]([NH:4][C:5]1[CH:6]=[C:7]2[C:8](=[CH:9][C:10]=1[O:11][CH3:12])[CH:24]([C:23]1[CH:26]=[CH:27][C:20]([N+:17]([O-:19])=[O:18])=[CH:21][CH:22]=1)[O:16][CH:14]([CH3:15])[CH2:13]2)(=[O:3])[CH3:2]. (2) Reactant: [CH:1]1([N:4]([CH:6]2[C:15]3[C:10](=[CH:11][C:12]([C:17]#[CH:18])=[C:13]([CH3:16])[CH:14]=3)[C:9]([CH3:20])([CH3:19])[CH2:8][CH2:7]2)[CH3:5])[CH2:3][CH2:2]1.[CH3:21][O:22][C:23](=[O:52])[C:24]([C:27]1[CH:32]=[CH:31][C:30](C#CC2C=C(C3CC3)C3OC4(CC4)CC(C)(C)C=3C=2)=[CH:29][CH:28]=1)([CH3:26])[CH3:25].C(N(CC)CC)C.C(OCC)(=O)C. Product: [CH3:21][O:22][C:23](=[O:52])[C:24]([C:27]1[CH:28]=[CH:29][C:30]([C:18]#[C:17][C:12]2[C:13]([CH3:16])=[CH:14][C:15]3[CH:6]([N:4]([CH:1]4[CH2:3][CH2:2]4)[CH3:5])[CH2:7][CH2:8][C:9]([CH3:20])([CH3:19])[C:10]=3[CH:11]=2)=[CH:31][CH:32]=1)([CH3:26])[CH3:25]. The catalyst class is: 730. (3) Reactant: [CH2:1]([O:3][C:4]([CH:6]1[CH2:11][N:10](C(C2C=CC=CC=2)C2C=CC=CC=2)[CH2:9][CH2:8][NH:7]1)=[O:5])[CH3:2].C1(C(C2C=CC=CC=2)CC(O)=O)C=CC=CC=1.C(Cl)CCl. Product: [CH2:1]([O:3][C:4]([CH:6]1[CH2:11][NH:10][CH2:9][CH2:8][NH:7]1)=[O:5])[CH3:2]. The catalyst class is: 64. (4) Reactant: [NH:1]1[C:5]2[CH:6]=[CH:7][CH:8]=[CH:9][C:4]=2[N:3]=[C:2]1[C:10]([C:12]1[CH:17]=[CH:16][C:15]([O:18][C:19]2[C:24](Cl)=[N:23][CH:22]=[CH:21][N:20]=2)=[CH:14][CH:13]=1)=[O:11].[O:26]1[CH2:31][CH:30]=[C:29](B2OC(C)(C)C(C)(C)O2)[CH2:28][CH2:27]1.C([O-])(=O)C.[K+].O1CCOCC1. Product: [NH:1]1[C:5]2[CH:6]=[CH:7][CH:8]=[CH:9][C:4]=2[N:3]=[C:2]1[C:10]([C:12]1[CH:17]=[CH:16][C:15]([O:18][C:19]2[C:24]([C:29]3[CH2:30][CH2:31][O:26][CH2:27][CH:28]=3)=[N:23][CH:22]=[CH:21][N:20]=2)=[CH:14][CH:13]=1)=[O:11]. The catalyst class is: 24. (5) Reactant: [H-].[Na+].[NH:3]1[C:11]2[C:6](=[CH:7][CH:8]=[CH:9][CH:10]=2)[C:5]([CH:12]([NH:14][C:15](=[O:36])/[C:16](=[CH:21]/[C:22]2[CH:27]=[CH:26][C:25]([N:28]3[CH:32]=[C:31]([CH3:33])[N:30]=[CH:29]3)=[C:24]([O:34][CH3:35])[CH:23]=2)/[CH2:17][CH2:18][CH2:19]Cl)[CH3:13])=[CH:4]1.O.C(OCC)(=O)C. Product: [NH:3]1[C:11]2[C:6](=[CH:7][CH:8]=[CH:9][CH:10]=2)[C:5]([CH:12]([N:14]2[CH2:19][CH2:18][CH2:17]/[C:16](=[CH:21]\[C:22]3[CH:27]=[CH:26][C:25]([N:28]4[CH:32]=[C:31]([CH3:33])[N:30]=[CH:29]4)=[C:24]([O:34][CH3:35])[CH:23]=3)/[C:15]2=[O:36])[CH3:13])=[CH:4]1. The catalyst class is: 1. (6) Reactant: C([N:8]1[CH2:12][CH2:11][C@@H:10]([N:13]2[CH2:18][CH2:17][CH2:16][CH2:15][CH2:14]2)[CH2:9]1)C1C=CC=CC=1.[ClH:19]. Product: [ClH:19].[NH:8]1[CH2:12][CH2:11][C@@H:10]([N:13]2[CH2:14][CH2:15][CH2:16][CH2:17][CH2:18]2)[CH2:9]1. The catalyst class is: 320. (7) Reactant: O[CH:2]([P:12](=[O:19])([O:16][CH2:17][CH3:18])[O:13][CH2:14][CH3:15])[C:3]1[CH:8]=[CH:7][C:6]([N+:9]([O-:11])=[O:10])=[CH:5][CH:4]=1.C(Cl)(Cl)Cl.C(N(S(F)(F)[F:30])CC)C. Product: [CH2:14]([O:13][P:12]([CH:2]([F:30])[C:3]1[CH:8]=[CH:7][C:6]([N+:9]([O-:11])=[O:10])=[CH:5][CH:4]=1)([O:16][CH2:17][CH3:18])=[O:19])[CH3:15]. The catalyst class is: 170. (8) Reactant: [C:1]1([C:7]2([NH2:10])[CH2:9][CH2:8]2)[CH:6]=[CH:5][CH:4]=[CH:3][CH:2]=1.[F:11][C:12]([F:23])([F:22])[C:13](O[C:13](=[O:14])[C:12]([F:23])([F:22])[F:11])=[O:14]. Product: [F:11][C:12]([F:23])([F:22])[C:13]([NH:10][C:7]1([C:1]2[CH:6]=[CH:5][CH:4]=[CH:3][CH:2]=2)[CH2:9][CH2:8]1)=[O:14]. The catalyst class is: 12.